Dataset: Full USPTO retrosynthesis dataset with 1.9M reactions from patents (1976-2016). Task: Predict the reactants needed to synthesize the given product. (1) The reactants are: [N:1]1[CH:6]=[CH:5][C:4]([C:7]2[S:11][C:10]([CH2:12][NH:13][C:14](=[O:20])OC(C)(C)C)=[N:9][CH:8]=2)=[CH:3][CH:2]=1.C(O)(C(F)(F)F)=O.C(Cl)Cl.C(O)(C(F)(F)F)=O.[S:38]1[CH:42]=[CH:41][CH:40]=[C:39]1C(O)=O.CCN(CC)CC.CN(C(ON1N=NC2C=CC=NC1=2)=[N+](C)C)C.F[P-](F)(F)(F)(F)F. Given the product [N:1]1[CH:2]=[CH:3][C:4]([C:7]2[S:11][C:10]([CH2:12][NH:13][C:14]([C:39]3[S:38][CH:42]=[CH:41][CH:40]=3)=[O:20])=[N:9][CH:8]=2)=[CH:5][CH:6]=1, predict the reactants needed to synthesize it. (2) Given the product [CH3:38][O:37][C:32]1[N:33]=[C:34]2[C:29](=[CH:30][CH:31]=1)[N:28]=[CH:27][C:26]1[O:25][CH2:24][CH:23]([CH2:22][N:1]3[CH2:6][CH2:5][CH:4]([NH:7][C:8]([C:10]4[CH:11]=[CH:12][C:13]5[S:18][CH2:17][C:16](=[O:19])[NH:15][C:14]=5[CH:20]=4)=[O:9])[CH2:3][CH2:2]3)[CH2:36][C:35]2=1, predict the reactants needed to synthesize it. The reactants are: [NH:1]1[CH2:6][CH2:5][CH:4]([NH:7][C:8]([C:10]2[CH:11]=[CH:12][C:13]3[S:18][CH2:17][C:16](=[O:19])[NH:15][C:14]=3[CH:20]=2)=[O:9])[CH2:3][CH2:2]1.Br[CH2:22][CH:23]1[CH2:36][C:35]2[C:34]3[C:29](=[CH:30][CH:31]=[C:32]([O:37][CH3:38])[N:33]=3)[N:28]=[CH:27][C:26]=2[O:25][CH2:24]1.C(N(CC)C(C)C)(C)C. (3) Given the product [Cl:22][C:18]1[CH:19]=[CH:20][CH:21]=[C:2]([Cl:1])[C:3]=1[CH2:4][C:5]1[N:9]([CH2:10][C:11]([NH:31][C:30]2[CH:32]=[C:26]([CH:23]([CH3:24])[CH3:25])[CH:27]=[CH:28][C:29]=2[CH3:33])=[O:12])[C:8]2[CH:14]=[CH:15][CH:16]=[CH:17][C:7]=2[N:6]=1, predict the reactants needed to synthesize it. The reactants are: [Cl:1][C:2]1[CH:21]=[CH:20][CH:19]=[C:18]([Cl:22])[C:3]=1[CH2:4][C:5]1[N:9]([CH2:10][C:11](O)=[O:12])[C:8]2[CH:14]=[CH:15][CH:16]=[CH:17][C:7]=2[N:6]=1.[CH:23]([C:26]1[CH:27]=[CH:28][C:29]([CH3:33])=[C:30]([CH:32]=1)[NH2:31])([CH3:25])[CH3:24].CN(C(ON1N=NC2C=CC=NC1=2)=[N+](C)C)C.F[P-](F)(F)(F)(F)F. (4) Given the product [CH3:33][O:34][CH2:35][C:36]([N:1]1[CH2:6][CH2:5][CH2:4][C@H:3]([NH:7][C:8]([C:10]2[C:14]3[N:15]=[CH:16][N:17]=[C:18]([C:19]4[C:27]5[O:26][CH2:25][O:24][C:23]=5[CH:22]=[CH:21][C:20]=4[O:28][CH2:29][CH:30]4[CH2:31][CH2:32]4)[C:13]=3[NH:12][CH:11]=2)=[O:9])[CH2:2]1)=[O:37], predict the reactants needed to synthesize it. The reactants are: [NH:1]1[CH2:6][CH2:5][CH2:4][C@H:3]([NH:7][C:8]([C:10]2[C:14]3[N:15]=[CH:16][N:17]=[C:18]([C:19]4[C:27]5[O:26][CH2:25][O:24][C:23]=5[CH:22]=[CH:21][C:20]=4[O:28][CH2:29][CH:30]4[CH2:32][CH2:31]4)[C:13]=3[NH:12][CH:11]=2)=[O:9])[CH2:2]1.[CH3:33][O:34][CH2:35][C:36](Cl)=[O:37]. (5) The reactants are: [CH2:1]([O:8][C:9](=[O:20])[CH2:10][CH2:11][O:12][S:13]([C:16]([F:19])([F:18])[F:17])(=[O:15])=[O:14])[C:2]1[CH:7]=[CH:6][CH:5]=[CH:4][CH:3]=1.[CH:21]1[C:34]2[C:25](=[N:26][C:27]3[C:32]([CH:33]=2)=[CH:31][CH:30]=[CH:29][CH:28]=3)[CH:24]=[CH:23][CH:22]=1. Given the product [F:17][C:16]([F:19])([F:18])[S:13]([O-:15])(=[O:14])=[O:12].[CH2:1]([O:8][C:9](=[O:20])[CH2:10][CH2:11][N+:26]1[C:27]2[C:32](=[CH:31][CH:30]=[CH:29][CH:28]=2)[CH:33]=[C:34]2[C:25]=1[CH:24]=[CH:23][CH:22]=[CH:21]2)[C:2]1[CH:7]=[CH:6][CH:5]=[CH:4][CH:3]=1, predict the reactants needed to synthesize it. (6) The reactants are: [F:1][C:2]1[CH:7]=[CH:6][CH:5]=[CH:4][C:3]=1[N:8]1[C:16]2[C:11](=[C:12]([N:17]3[CH2:24][CH:23]4[CH:19]([CH2:20][NH:21][CH2:22]4)[C:18]3=[O:25])[CH:13]=[CH:14][CH:15]=2)[CH:10]=[N:9]1.[C:26](N1C=CN=C1)([N:28]1[CH:32]=[CH:31][N:30]=[CH:29]1)=[O:27]. Given the product [F:1][C:2]1[CH:7]=[CH:6][CH:5]=[CH:4][C:3]=1[N:8]1[C:16]2[C:11](=[C:12]([N:17]3[CH2:24][C@H:23]4[C@H:19]([CH2:20][N:21]([C:26]([N:28]5[CH:32]=[CH:31][N:30]=[CH:29]5)=[O:27])[CH2:22]4)[C:18]3=[O:25])[CH:13]=[CH:14][CH:15]=2)[CH:10]=[N:9]1, predict the reactants needed to synthesize it.